Task: Predict the reaction yield, written as a fraction of the theoretical maximum amount of product (1.0 means a 100% yield; for example, 0.34 means a 34% yield).. Dataset: Reaction yield outcomes from USPTO patents with 853,638 reactions (1) The reactants are Br[CH2:2][CH:3]1[CH2:8][CH2:7][CH2:6][CH2:5][CH2:4]1.C(N(C(C)C)CC)(C)C.[CH3:18][C:19]1[C:24]([NH:25][C:26](=[O:32])[O:27][C:28]([CH3:31])([CH3:30])[CH3:29])=[C:23]([CH3:33])[N:22]=[C:21]([O:34][CH2:35][C:36]([N:38]([CH3:45])[CH:39]2[CH2:44][CH2:43][NH:42][CH2:41][CH2:40]2)=[O:37])[N:20]=1.C(=O)(O)[O-].[Na+]. The catalyst is CN(C)C=O. The product is [CH:3]1([CH2:2][N:42]2[CH2:41][CH2:40][CH:39]([N:38]([CH3:45])[C:36](=[O:37])[CH2:35][O:34][C:21]3[N:20]=[C:19]([CH3:18])[C:24]([NH:25][C:26](=[O:32])[O:27][C:28]([CH3:31])([CH3:29])[CH3:30])=[C:23]([CH3:33])[N:22]=3)[CH2:44][CH2:43]2)[CH2:8][CH2:7][CH2:6][CH2:5][CH2:4]1. The yield is 0.460. (2) The reactants are [C:1]([C:5]1[NH:6][C:7]2[C:12]([CH:13]=1)=[CH:11][C:10]([N+:14]([O-:16])=[O:15])=[CH:9][C:8]=2[C:17](OC)=[O:18])([CH3:4])([CH3:3])[CH3:2].ClCCl.CC(C[AlH]CC(C)C)C. The catalyst is O. The product is [C:1]([C:5]1[NH:6][C:7]2[C:12]([CH:13]=1)=[CH:11][C:10]([N+:14]([O-:16])=[O:15])=[CH:9][C:8]=2[CH2:17][OH:18])([CH3:4])([CH3:2])[CH3:3]. The yield is 0.730. (3) The reactants are [N:1]1([C:6]2[CH:11]=[CH:10][CH:9]=[C:8](B3OC(C)(C)C(C)(C)O3)[N:7]=2)[CH2:5][CH2:4][CH2:3][CH2:2]1.I[C:22]1[C:30]2[C:25](=[CH:26][CH:27]=[C:28]([C:31]3[S:35][C:34]([NH2:36])=[N:33][N:32]=3)[CH:29]=2)[N:24](S(C2C=CC(C)=CC=2)(=O)=O)[CH:23]=1.CC(N)CC1C=CC=CC=1.OP(O)(O)=O.P([O-])([O-])([O-])=O.[K+].[K+].[K+]. The catalyst is CC(O)C.O. The product is [N:1]1([C:6]2[N:7]=[C:8]([C:22]3[C:30]4[C:25](=[CH:26][CH:27]=[C:28]([C:31]5[S:35][C:34]([NH2:36])=[N:33][N:32]=5)[CH:29]=4)[NH:24][CH:23]=3)[CH:9]=[CH:10][CH:11]=2)[CH2:2][CH2:3][CH2:4][CH2:5]1. The yield is 0.0800. (4) The reactants are [Si]([O:8][C@@H:9]1[C@H:17]2[C@@:13]([CH3:29])([C@@H:14]([C@@:18]3([CH3:28])[O:22][CH2:21][C@H:20]([CH2:23][C:24]([CH3:27])([OH:26])[CH3:25])[CH2:19]3)[CH2:15][CH2:16]2)[CH2:12][CH2:11][CH2:10]1)(C(C)(C)C)(C)C.[N+](CCCC)(CCCC)(CCCC)CCCC.[F-].O.CCOC(C)=O. The catalyst is C1COCC1. The product is [OH:26][C:24]([CH3:27])([CH3:25])[CH2:23][C@H:20]1[CH2:21][O:22][C@@:18]([C@@H:14]2[C@:13]3([CH3:29])[C@H:17]([C@@H:9]([OH:8])[CH2:10][CH2:11][CH2:12]3)[CH2:16][CH2:15]2)([CH3:28])[CH2:19]1. The yield is 0.880. (5) The reactants are [C:1]1(C(N)=O)[C:13]2[NH:12][C:11]3[C:6](=[CH:7][CH:8]=[CH:9][CH:10]=3)[C:5]=2[CH:4]=[CH:3][N:2]=1.Br[CH2:18][CH2:19][CH2:20][CH2:21][CH3:22].[C:23]([O-:26])([O-])=[O:24].[Cs+].[Cs+].C[N:30]([CH:32]=[O:33])C. The catalyst is C(OCC)(=O)C. The product is [N:30]1([C:32]([C@H:3]2[N:2]([C:23]([O:26][C:5]([CH3:6])([CH3:13])[CH3:4])=[O:24])[CH2:1][C:13]3[NH:12][C:11]4[C:6]([C:5]=3[CH2:4]2)=[CH:7][CH:8]=[CH:9][CH:10]=4)=[O:33])[CH2:22][CH2:21][CH2:20][CH2:19][CH2:18]1. The yield is 0.470. (6) The reactants are [Cl-].O[NH3+:3].[C:4](=[O:7])([O-])[OH:5].[Na+].CS(C)=O.[CH2:13]([C:17]1[N:18]([CH2:36][C:37]2[CH:42]=[CH:41][C:40]([C:43]3[C:44]([C:49]#[N:50])=[CH:45][CH:46]=[CH:47][CH:48]=3)=[CH:39][CH:38]=2)[C:19](=[O:35])[C:20]([C:25]2[CH:26]=[CH:27][C:28]3[O:32][CH:31]([CH3:33])[CH2:30][C:29]=3[CH:34]=2)=[C:21]([CH2:23][CH3:24])[N:22]=1)[CH2:14][CH2:15][CH3:16]. The catalyst is O. The product is [CH2:13]([C:17]1[N:18]([CH2:36][C:37]2[CH:38]=[CH:39][C:40]([C:43]3[CH:48]=[CH:47][CH:46]=[CH:45][C:44]=3[C:49]3[NH:3][C:4](=[O:7])[O:5][N:50]=3)=[CH:41][CH:42]=2)[C:19](=[O:35])[C:20]([C:25]2[CH:26]=[CH:27][C:28]3[O:32][CH:31]([CH3:33])[CH2:30][C:29]=3[CH:34]=2)=[C:21]([CH2:23][CH3:24])[N:22]=1)[CH2:14][CH2:15][CH3:16]. The yield is 0.880. (7) The catalyst is C1(C)C=CC=CC=1.C1C=CC(/C=C/C(/C=C/C2C=CC=CC=2)=O)=CC=1.C1C=CC(/C=C/C(/C=C/C2C=CC=CC=2)=O)=CC=1.C1C=CC(/C=C/C(/C=C/C2C=CC=CC=2)=O)=CC=1.[Pd].[Pd]. The reactants are [C:1]1([NH:7][C:8]2[CH:13]=[CH:12][CH:11]=[CH:10][CH:9]=2)[CH:6]=[CH:5][CH:4]=[CH:3][CH:2]=1.[CH3:14][O:15][C:16]1[CH:21]=[CH:20][C:19](Br)=[CH:18][CH:17]=1.O(C(C)(C)C)[Na].P(C(C)(C)C)(C(C)(C)C)C(C)(C)C. The yield is 0.700. The product is [CH3:14][O:15][C:16]1[CH:21]=[CH:20][C:19]([N:7]([C:8]2[CH:9]=[CH:10][CH:11]=[CH:12][CH:13]=2)[C:1]2[CH:6]=[CH:5][CH:4]=[CH:3][CH:2]=2)=[CH:18][CH:17]=1.